This data is from Full USPTO retrosynthesis dataset with 1.9M reactions from patents (1976-2016). The task is: Predict the reactants needed to synthesize the given product. Given the product [N+:12]([C:9]1[CH:10]=[CH:11][C:6]([CH2:5][O:4][C:2](=[O:3])[NH:16][CH2:17][CH:18]2[CH2:23][CH2:22][CH:21]([C:24]([N:26]3[CH2:35][C:34]4[CH:33]=[N:32][N:31]([CH3:36])[C:30]=4[NH:29][C:28]4[CH:37]=[C:38]([CH3:41])[CH:39]=[CH:40][C:27]3=4)=[O:25])[CH2:20][CH2:19]2)=[CH:7][CH:8]=1)([O-:14])=[O:13], predict the reactants needed to synthesize it. The reactants are: Cl[C:2]([O:4][CH2:5][C:6]1[CH:11]=[CH:10][C:9]([N+:12]([O-:14])=[O:13])=[CH:8][CH:7]=1)=[O:3].Cl.[NH2:16][CH2:17][CH:18]1[CH2:23][CH2:22][CH:21]([C:24]([N:26]2[CH2:35][C:34]3[CH:33]=[N:32][N:31]([CH3:36])[C:30]=3[NH:29][C:28]3[CH:37]=[C:38]([CH3:41])[CH:39]=[CH:40][C:27]2=3)=[O:25])[CH2:20][CH2:19]1.